This data is from Forward reaction prediction with 1.9M reactions from USPTO patents (1976-2016). The task is: Predict the product of the given reaction. (1) Given the reactants [CH3:1][O:2][C:3]([C:5]1[S:6][C:7]([CH2:10][NH:11][CH2:12][C:13]2[NH:14][CH:15]=[CH:16][N:17]=2)=[CH:8][CH:9]=1)=[O:4].C(N(CC)CC)C.[C:25]([O:29][C:30](O[C:30]([O:29][C:25]([CH3:28])([CH3:27])[CH3:26])=[O:31])=[O:31])([CH3:28])([CH3:27])[CH3:26], predict the reaction product. The product is: [CH3:1][O:2][C:3]([C:5]1[S:6][C:7]([CH2:10][N:11]([CH2:12][C:13]2[NH:17][CH:16]=[CH:15][N:14]=2)[C:30]([O:29][C:25]([CH3:28])([CH3:27])[CH3:26])=[O:31])=[CH:8][CH:9]=1)=[O:4]. (2) The product is: [C:1]([O:5][C:6](=[O:40])[N:7]([C@H:9]([C:11](=[O:39])[NH:12][C@@H:13]1[C:19](=[O:20])[N:18]([CH2:21][C:22]2[C:31]3[C:26](=[CH:27][C:28]([C:41]([O:43][CH2:44][CH2:45][CH2:46][CH3:47])=[CH2:42])=[CH:29][CH:30]=3)[CH:25]=[CH:24][C:23]=2[O:33][CH3:34])[C:17]2[CH:35]=[CH:36][CH:37]=[CH:38][C:16]=2[CH2:15][CH2:14]1)[CH3:10])[CH3:8])([CH3:4])([CH3:3])[CH3:2]. Given the reactants [C:1]([O:5][C:6](=[O:40])[N:7]([C@H:9]([C:11](=[O:39])[NH:12][C@@H:13]1[C:19](=[O:20])[N:18]([CH2:21][C:22]2[C:31]3[C:26](=[CH:27][C:28](Br)=[CH:29][CH:30]=3)[CH:25]=[CH:24][C:23]=2[O:33][CH3:34])[C:17]2[CH:35]=[CH:36][CH:37]=[CH:38][C:16]=2[CH2:15][CH2:14]1)[CH3:10])[CH3:8])([CH3:4])([CH3:3])[CH3:2].[CH:41]([O:43][CH2:44][CH2:45][CH2:46][CH3:47])=[CH2:42].C1(P(C2C=CC=CC=2)CCCP(C2C=CC=CC=2)C2C=CC=CC=2)C=CC=CC=1.C([O-])([O-])=O.[K+].[K+], predict the reaction product. (3) Given the reactants [NH2:1][C:2]1[CH:12]=[C:11]([CH:13]2OCC[O:14]2)[C:10]([CH2:18][CH3:19])=[CH:9][C:3]=1[C:4]([O:6][CH2:7][CH3:8])=[O:5].ClC1C(C=O)=C(OC(F)(F)F)C=C2C=1NC(=O)N(CC1C=C(Cl)C=CC=1S(CC)(=O)=O)C2=O, predict the reaction product. The product is: [NH2:1][C:2]1[CH:12]=[C:11]([CH:13]=[O:14])[C:10]([CH2:18][CH3:19])=[CH:9][C:3]=1[C:4]([O:6][CH2:7][CH3:8])=[O:5]. (4) Given the reactants [O:1]1[CH2:5][CH2:4][NH:3][C:2]1=[O:6].Br[CH2:8][C:9]([NH:11][C:12]1[CH:17]=[CH:16][C:15]([Cl:18])=[CH:14][N:13]=1)=[O:10].BrC[C:21]1[CH:25]=[C:24]([C:26]2SC(Cl)=[CH:29][CH:30]=2)O[N:22]=1, predict the reaction product. The product is: [O:6]=[C:2]1[N:3]([C:26]2[CH:30]=[CH:29][C:21]([NH:22][C:5]([C:4]3[N:22]([CH2:8][C:9](=[O:10])[NH:11][C:12]4[CH:17]=[CH:16][C:15]([Cl:18])=[CH:14][N:13]=4)[C:21]4[CH:25]=[CH:24][CH:26]=[CH:30][C:29]=4[N:3]=3)=[O:1])=[CH:25][CH:24]=2)[CH2:4][CH2:5][O:1]1. (5) Given the reactants C(C1C=CC(C(NC2C=CC(C3C=C4C(CN([C@@H](C(C)C)C(O)=O)C4=O)=CC=3)=NC=2)=O)=CC=1)(C)(C)C.[Cl:37][C:38]1[CH:43]=[C:42]([NH:44][C:45](=[O:57])[C:46]2[CH:51]=[CH:50][C:49]([O:52][C:53]([F:56])([F:55])[F:54])=[CH:48][CH:47]=2)[CH:41]=[CH:40][C:39]=1[C:58]1[CH:66]=[C:65]2[C:61]([CH2:62][N:63]([C@@H:68]([CH:73]([CH3:75])[CH3:74])[C:69]([O:71]C)=[O:70])[C:64]2=[O:67])=[CH:60][CH:59]=1, predict the reaction product. The product is: [Cl:37][C:38]1[CH:43]=[C:42]([NH:44][C:45](=[O:57])[C:46]2[CH:47]=[CH:48][C:49]([O:52][C:53]([F:54])([F:55])[F:56])=[CH:50][CH:51]=2)[CH:41]=[CH:40][C:39]=1[C:58]1[CH:66]=[C:65]2[C:61]([CH2:62][N:63]([C@@H:68]([CH:73]([CH3:75])[CH3:74])[C:69]([OH:71])=[O:70])[C:64]2=[O:67])=[CH:60][CH:59]=1. (6) The product is: [CH2:7]([O:14][N:15]1[C:21](=[O:22])[N:20]2[CH2:23][C@H:16]1[CH2:17][CH2:18][C@H:19]2[C:24]1[O:25][C:26]([CH:29]2[CH2:34][CH2:33][N:32]([CH3:1])[CH2:31][CH2:30]2)=[N:27][N:28]=1)[C:8]1[CH:9]=[CH:10][CH:11]=[CH:12][CH:13]=1. Given the reactants [C:1]([O-])([O-])=O.[K+].[K+].[CH2:7]([O:14][N:15]1[C:21](=[O:22])[N:20]2[CH2:23][C@H:16]1[CH2:17][CH2:18][C@H:19]2[C:24]1[O:25][C:26]([CH:29]2[CH2:34][CH2:33][NH:32][CH2:31][CH2:30]2)=[N:27][N:28]=1)[C:8]1[CH:13]=[CH:12][CH:11]=[CH:10][CH:9]=1.COS(OC)(=O)=O, predict the reaction product. (7) Given the reactants [CH3:1][C:2]1[O:6][C:5]([CH2:7][CH2:8][OH:9])=[CH:4][CH:3]=1.N1C=CN=C1.[Si:15](Cl)([C:18]([CH3:21])([CH3:20])[CH3:19])([CH3:17])[CH3:16].C(OCC)C, predict the reaction product. The product is: [CH3:19][C:18]([Si:15]([CH3:17])([CH3:16])[O:9][CH2:8][CH2:7][C:5]1[O:6][C:2]([CH3:1])=[CH:3][CH:4]=1)([CH3:21])[CH3:20]. (8) The product is: [CH2:13]([CH:15]([O:20][C@H:21]1[CH2:26][CH2:25][C@H:24]([N:27]2[C:32](=[O:33])[C:31]([CH2:34][C:35]3[CH:36]=[CH:37][C:38]([C:41]4[CH:46]=[CH:45][CH:44]=[CH:43][C:42]=4[C:47]4[NH:3][C:4](=[O:7])[O:5][N:48]=4)=[CH:39][CH:40]=3)=[C:30]([CH2:49][CH2:50][CH3:51])[N:29]3[N:52]=[C:53]([CH3:55])[N:54]=[C:28]23)[CH2:23][CH2:22]1)[C:16]([OH:19])([CH3:17])[CH3:18])[CH3:14]. Given the reactants [Cl-].O[NH3+:3].[C:4](=[O:7])([O-])[OH:5].[Na+].CS(C)=O.[CH2:13]([CH:15]([O:20][C@H:21]1[CH2:26][CH2:25][C@H:24]([N:27]2[C:32](=[O:33])[C:31]([CH2:34][C:35]3[CH:40]=[CH:39][C:38]([C:41]4[C:42]([C:47]#[N:48])=[CH:43][CH:44]=[CH:45][CH:46]=4)=[CH:37][CH:36]=3)=[C:30]([CH2:49][CH2:50][CH3:51])[N:29]3[N:52]=[C:53]([CH3:55])[N:54]=[C:28]23)[CH2:23][CH2:22]1)[C:16]([OH:19])([CH3:18])[CH3:17])[CH3:14], predict the reaction product.